The task is: Predict the product of the given reaction.. This data is from Forward reaction prediction with 1.9M reactions from USPTO patents (1976-2016). (1) Given the reactants [H-].[H-].[H-].[H-].[Li+].[Al+3].[CH:7]1([N:13]2[C:17]([C:18]3[CH:23]=[CH:22][C:21]([O:24][CH2:25][C:26]4[CH:31]=[CH:30][CH:29]=[CH:28][CH:27]=4)=[CH:20][CH:19]=3)=[CH:16][C:15]([C:32](OCC)=[O:33])=[N:14]2)[CH2:12][CH2:11][CH2:10][CH2:9][CH2:8]1, predict the reaction product. The product is: [CH:7]1([N:13]2[C:17]([C:18]3[CH:23]=[CH:22][C:21]([O:24][CH2:25][C:26]4[CH:27]=[CH:28][CH:29]=[CH:30][CH:31]=4)=[CH:20][CH:19]=3)=[CH:16][C:15]([CH2:32][OH:33])=[N:14]2)[CH2:8][CH2:9][CH2:10][CH2:11][CH2:12]1. (2) Given the reactants O=C1[N:6]([C:7]2[CH:18]=[CH:17][C:10]([CH2:11][NH:12][C:13](=[O:16])[CH2:14][CH3:15])=[C:9]([C:19]([F:22])([F:21])[F:20])[CH:8]=2)[CH2:5][C:4]([C:27]2[CH:32]=[C:31]([Cl:33])[C:30]([Cl:34])=[C:29]([Cl:35])[CH:28]=2)([C:23]([F:26])([F:25])[F:24])[O:3]1.O.[OH-].[K+], predict the reaction product. The product is: [F:25][C:23]([F:24])([F:26])[C:4]([OH:3])([C:27]1[CH:28]=[C:29]([Cl:35])[C:30]([Cl:34])=[C:31]([Cl:33])[CH:32]=1)[CH2:5][NH:6][C:7]1[CH:18]=[CH:17][C:10]([CH2:11][NH:12][C:13](=[O:16])[CH2:14][CH3:15])=[C:9]([C:19]([F:20])([F:21])[F:22])[CH:8]=1. (3) Given the reactants [CH2:1]([SH:8])[C:2]1[CH:7]=[CH:6][CH:5]=[CH:4][CH:3]=1.[H-].[Na+].CS(O[C:16]1[CH:21]=[CH:20][CH:19]=[C:18]([C:22]2[S:23][C:24]3[CH:32]=[CH:31][CH:30]=[CH:29][C:25]=3[C:26](=[O:28])[N:27]=2)[N:17]=1)(=O)=O.[C:33](OCC)(=O)C, predict the reaction product. The product is: [CH2:1]([S:8][CH2:33][C:16]1[N:17]=[C:18]([C:22]2[S:23][C:24]3[CH:32]=[CH:31][CH:30]=[CH:29][C:25]=3[C:26](=[O:28])[N:27]=2)[CH:19]=[CH:20][CH:21]=1)[C:2]1[CH:7]=[CH:6][CH:5]=[CH:4][CH:3]=1. (4) Given the reactants [NH:1]1[C:9]2[C:4](=[CH:5][CH:6]=[C:7]3CCCC[C:8]3=2)[C:3](=O)[C:2]1=[O:15].NC1C=CC=C2C=1CCC2.ClC(Cl)(Cl)C(O)O.Cl.[NH2:34][OH:35].S([O-])([O-])(=O)=O.[Na+].[Na+], predict the reaction product. The product is: [CH:6]1[CH:5]=[CH:4][C:9]([NH:1][C:2](/[CH:3]=[N:34]/[OH:35])=[O:15])=[CH:8][CH:7]=1. (5) The product is: [O:12]=[C:13]([N:21]1[CH2:25][CH2:24][CH2:23][C@H:22]1[C:26]#[N:28])[C:14](=[O:20])[C:15]([CH3:18])([CH3:19])[CH2:16][CH3:17]. Given the reactants CN(C=O)C.C(Cl)(=O)C(Cl)=O.[O:12]=[C:13]([N:21]1[CH2:25][CH2:24][CH2:23][C@H:22]1[C:26]([NH2:28])=O)[C:14](=[O:20])[C:15]([CH3:19])([CH3:18])[CH2:16][CH3:17].N1C=CC=CC=1, predict the reaction product.